This data is from Catalyst prediction with 721,799 reactions and 888 catalyst types from USPTO. The task is: Predict which catalyst facilitates the given reaction. (1) Reactant: Cl.Cl.[CH2:3]([N:10]1[CH2:17][CH:16]2[O:18][CH:12]([CH2:13][NH:14][CH2:15]2)[CH2:11]1)[C:4]1[CH:9]=[CH:8][CH:7]=[CH:6][CH:5]=1.[C:19]([NH:23][C:24](=[O:29])[O:25][CH2:26][CH2:27]Br)([CH3:22])([CH3:21])[CH3:20].C([O-])([O-])=O.[K+].[K+]. Product: [CH2:3]([N:10]1[CH2:17][CH:16]2[O:18][CH:12]([CH2:13][N:14]([CH2:27][CH2:26][O:25][C:24](=[O:29])[NH:23][C:19]([CH3:22])([CH3:21])[CH3:20])[CH2:15]2)[CH2:11]1)[C:4]1[CH:5]=[CH:6][CH:7]=[CH:8][CH:9]=1. The catalyst class is: 10. (2) Reactant: C([O:3][C:4](=[O:26])[C:5]1[CH:10]=[CH:9][CH:8]=[C:7]([N:11]2[C:15]([CH3:16])=[CH:14][CH:13]=[C:12]2[C:17]2[CH:22]=[C:21]([Br:23])[CH:20]=[CH:19][C:18]=2[O:24]C)[N:6]=1)C.C[S-].[Na+]. Product: [Br:23][C:21]1[CH:20]=[CH:19][C:18]([OH:24])=[C:17]([C:12]2[N:11]([C:7]3[N:6]=[C:5]([C:4]([OH:26])=[O:3])[CH:10]=[CH:9][CH:8]=3)[C:15]([CH3:16])=[CH:14][CH:13]=2)[CH:22]=1. The catalyst class is: 517. (3) Reactant: C[O:2][C:3]([C:5]1[CH:10]=[CH:9][N:8]2[N:11]=[C:12](C)[CH:13]=[C:7]2[N:6]=1)=[O:4].Cl. Product: [N:11]1[N:8]2[CH:9]=[CH:10][C:5]([C:3]([OH:4])=[O:2])=[N:6][C:7]2=[CH:13][CH:12]=1. The catalyst class is: 15. (4) Reactant: [C:1]([O:5][C:6](=[O:24])[NH:7][CH:8]([C:13]1[CH:18]=[CH:17][C:16]([O:19][C:20]([F:23])([F:22])[F:21])=[CH:15][CH:14]=1)[C:9](=[O:12])[CH2:10][CH3:11])([CH3:4])([CH3:3])[CH3:2].[CH2:25]([Mg]Br)[CH3:26].C(OCC)C.Cl. Product: [C:1]([O:5][C:6](=[O:24])[NH:7][CH:8]([C:13]1[CH:18]=[CH:17][C:16]([O:19][C:20]([F:22])([F:23])[F:21])=[CH:15][CH:14]=1)[C:9]([CH2:25][CH3:26])([OH:12])[CH2:10][CH3:11])([CH3:2])([CH3:3])[CH3:4]. The catalyst class is: 7. (5) Reactant: [NH2:1][C:2]1[CH:13]=[CH:12][C:5]2[NH:6][C:7](=[O:11])[CH2:8][CH2:9][CH2:10][C:4]=2[CH:3]=1.[C:14]([O:19][CH2:20][C@@H:21]1[O:23][CH2:22]1)(=[O:18])[CH2:15][CH2:16][CH3:17].Cl([O-])(=O)(=O)=O.[Li+]. Product: [OH:23][C@H:21]([CH2:22][NH:1][C:2]1[CH:13]=[CH:12][C:5]2[NH:6][C:7](=[O:11])[CH2:8][CH2:9][CH2:10][C:4]=2[CH:3]=1)[CH2:20][O:19][C:14](=[O:18])[CH2:15][CH2:16][CH3:17]. The catalyst class is: 10.